The task is: Predict the product of the given reaction.. This data is from Forward reaction prediction with 1.9M reactions from USPTO patents (1976-2016). The product is: [CH3:1][O:2][C:3](=[O:33])[C:4]1[CH:9]=[CH:8][C:7]([CH2:10][N:11]2[CH:15]=[C:14]([C:16]3[CH:21]=[CH:20][C:19]([Cl:22])=[CH:18][C:17]=3[Cl:23])[N:13]=[C:12]2/[CH:24]=[CH:25]/[C:26]2[CH:31]=[CH:30][C:29]([C:41]3[CH:42]=[CH:43][C:38]([S:36]([CH2:34][CH3:35])=[O:37])=[CH:39][CH:40]=3)=[CH:28][CH:27]=2)=[CH:6][CH:5]=1. Given the reactants [CH3:1][O:2][C:3](=[O:33])[C:4]1[CH:9]=[CH:8][C:7]([CH2:10][N:11]2[CH:15]=[C:14]([C:16]3[CH:21]=[CH:20][C:19]([Cl:22])=[CH:18][C:17]=3[Cl:23])[N:13]=[C:12]2/[CH:24]=[CH:25]/[C:26]2[CH:31]=[CH:30][C:29](Br)=[CH:28][CH:27]=2)=[CH:6][CH:5]=1.[CH2:34]([S:36]([C:38]1[CH:43]=[CH:42][C:41](B(O)O)=[CH:40][CH:39]=1)=[O:37])[CH3:35], predict the reaction product.